This data is from Forward reaction prediction with 1.9M reactions from USPTO patents (1976-2016). The task is: Predict the product of the given reaction. (1) The product is: [F:59][C:60]1[CH:61]=[C:62]([CH:66]=[CH:67][C:68]=1[C:69]([F:70])([F:71])[F:72])[C:63]([NH:34][C:35]1[CH:36]=[CH:37][C:38]([C:41]2[CH:49]=[C:48]3[C:44]([CH2:45][N:46]([C@@H:51]([CH:56]([CH3:58])[CH3:57])[C:52]([O:54][CH3:55])=[O:53])[C:47]3=[O:50])=[CH:43][CH:42]=2)=[CH:39][CH:40]=1)=[O:64]. Given the reactants C(NC1C=CC(C2C=C3C(CN([C@@H](C(C)C)C(OC)=O)C3=O)=CC=2)=CC=1)(=O)C1C=CC=CC=1.[NH2:34][C:35]1[CH:40]=[CH:39][C:38]([C:41]2[CH:49]=[C:48]3[C:44]([CH2:45][N:46]([C@@H:51]([CH:56]([CH3:58])[CH3:57])[C:52]([O:54][CH3:55])=[O:53])[C:47]3=[O:50])=[CH:43][CH:42]=2)=[CH:37][CH:36]=1.[F:59][C:60]1[CH:61]=[C:62]([CH:66]=[CH:67][C:68]=1[C:69]([F:72])([F:71])[F:70])[C:63](Cl)=[O:64], predict the reaction product. (2) The product is: [C:1]([O:5][C:6](=[O:32])[CH2:7][CH2:8][CH:9]1[N:14]([C:40]([NH:39][C:36]2[S:35][C:34]([Cl:33])=[CH:38][CH:37]=2)=[O:41])[CH2:13][CH2:12][N:11]([C:15]2[C:25]([C:26]#[N:27])=[CH:24][C:18]([C:19]([O:21][CH2:22][CH3:23])=[O:20])=[C:17]([C:28]([F:30])([F:31])[F:29])[N:16]=2)[CH2:10]1)([CH3:2])([CH3:3])[CH3:4]. Given the reactants [C:1]([O:5][C:6](=[O:32])[CH2:7][CH2:8][CH:9]1[NH:14][CH2:13][CH2:12][N:11]([C:15]2[C:25]([C:26]#[N:27])=[CH:24][C:18]([C:19]([O:21][CH2:22][CH3:23])=[O:20])=[C:17]([C:28]([F:31])([F:30])[F:29])[N:16]=2)[CH2:10]1)([CH3:4])([CH3:3])[CH3:2].[Cl:33][C:34]1[S:35][C:36]([N:39]=[C:40]=[O:41])=[CH:37][CH:38]=1.O, predict the reaction product. (3) Given the reactants Cl[C:2]1[N:7]=[C:6]([NH:8][CH2:9][CH2:10][NH:11][C:12]2[N:17]=[C:16]([NH2:18])[C:15]([N+:19]([O-:21])=[O:20])=[CH:14][CH:13]=2)[N:5]2[N:22]=[CH:23][N:24]=[C:4]2[CH:3]=1.[N:25]1([C:30]2[CH:31]=[C:32](B(O)O)[CH:33]=[CH:34][CH:35]=2)[CH2:29][CH2:28][CH2:27][CH2:26]1, predict the reaction product. The product is: [N+:19]([C:15]1[C:16]([NH2:18])=[N:17][C:12]([NH:11][CH2:10][CH2:9][NH:8][C:6]2[N:5]3[N:22]=[CH:23][N:24]=[C:4]3[CH:3]=[C:2]([C:32]3[CH:33]=[CH:34][CH:35]=[C:30]([N:25]4[CH2:26][CH2:27][CH2:28][CH2:29]4)[CH:31]=3)[N:7]=2)=[CH:13][CH:14]=1)([O-:21])=[O:20]. (4) Given the reactants [NH2:1][C:2]1[CH:3]=[N:4][CH:5]=[CH:6][C:7]=1[C:8]1[C:9]2[O:18][C:17]([CH2:19][N:20]3[CH2:25][CH2:24][N:23]([S:26]([CH3:29])(=[O:28])=[O:27])[CH2:22][C@H:21]3[CH3:30])=[CH:16][C:10]=2[C:11](=[O:15])[N:12]([CH3:14])[CH:13]=1.[CH:31]1([CH:34]=O)[CH2:33][CH2:32]1, predict the reaction product. The product is: [CH:31]1([CH2:34][NH:1][C:2]2[CH:3]=[N:4][CH:5]=[CH:6][C:7]=2[C:8]2[C:9]3[O:18][C:17]([CH2:19][N:20]4[CH2:25][CH2:24][N:23]([S:26]([CH3:29])(=[O:28])=[O:27])[CH2:22][C@H:21]4[CH3:30])=[CH:16][C:10]=3[C:11](=[O:15])[N:12]([CH3:14])[CH:13]=2)[CH2:33][CH2:32]1. (5) Given the reactants [CH3:1][NH:2][CH2:3][C:4]1[CH:9]=[CH:8][C:7]([C:10]2[O:11][C:12]3[C:18]([C:19]([O:21]C)=O)=[CH:17][CH:16]=[CH:15][C:13]=3[N:14]=2)=[CH:6][CH:5]=1.O.[NH4+:24], predict the reaction product. The product is: [CH3:1][NH:2][CH2:3][C:4]1[CH:9]=[CH:8][C:7]([C:10]2[O:11][C:12]3[C:18]([C:19]([NH2:24])=[O:21])=[CH:17][CH:16]=[CH:15][C:13]=3[N:14]=2)=[CH:6][CH:5]=1.